Dataset: Reaction yield outcomes from USPTO patents with 853,638 reactions. Task: Predict the reaction yield, written as a fraction of the theoretical maximum amount of product (1.0 means a 100% yield; for example, 0.34 means a 34% yield). The reactants are [CH2:1]([O:23][C:24]1[CH:31]=[C:30]([O:32][CH2:33][CH2:34][CH2:35][CH2:36][CH2:37][CH2:38][CH2:39][CH2:40][CH2:41][CH2:42][CH2:43][CH2:44][CH2:45][CH2:46][CH2:47][CH2:48][CH2:49][CH2:50][CH2:51][CH2:52][CH2:53][CH3:54])[CH:29]=[CH:28][C:25]=1[CH:26]=[O:27])[CH2:2][CH2:3][CH2:4][CH2:5][CH2:6][CH2:7][CH2:8][CH2:9][CH2:10][CH2:11][CH2:12][CH2:13][CH2:14][CH2:15][CH2:16][CH2:17][CH2:18][CH2:19][CH2:20][CH2:21][CH3:22].[BH4-].[Na+]. The catalyst is O1CCCC1.CO. The product is [CH2:1]([O:23][C:24]1[CH:31]=[C:30]([O:32][CH2:33][CH2:34][CH2:35][CH2:36][CH2:37][CH2:38][CH2:39][CH2:40][CH2:41][CH2:42][CH2:43][CH2:44][CH2:45][CH2:46][CH2:47][CH2:48][CH2:49][CH2:50][CH2:51][CH2:52][CH2:53][CH3:54])[CH:29]=[CH:28][C:25]=1[CH2:26][OH:27])[CH2:2][CH2:3][CH2:4][CH2:5][CH2:6][CH2:7][CH2:8][CH2:9][CH2:10][CH2:11][CH2:12][CH2:13][CH2:14][CH2:15][CH2:16][CH2:17][CH2:18][CH2:19][CH2:20][CH2:21][CH3:22]. The yield is 0.929.